This data is from Forward reaction prediction with 1.9M reactions from USPTO patents (1976-2016). The task is: Predict the product of the given reaction. (1) The product is: [N:12]1([C:10]([C:7]2[CH:8]=[C:9]3[C:4]([C:3]([CH:23]=[O:24])=[CH:2][NH:1]3)=[CH:5][CH:6]=2)=[O:11])[CH2:17][CH2:16][O:15][CH2:14][CH2:13]1. Given the reactants [NH:1]1[C:9]2[C:4](=[CH:5][CH:6]=[C:7]([C:10]([N:12]3[CH2:17][CH2:16][O:15][CH2:14][CH2:13]3)=[O:11])[CH:8]=2)[CH:3]=[CH:2]1.P(Cl)(Cl)(Cl)=O.[C:23](=O)([O-])[OH:24].[Na+], predict the reaction product. (2) Given the reactants CS[C:3]1[S:4]/[C:5](=[CH:9]\[C:10]2[CH:11]=[C:12]3[C:17](=[CH:18][CH:19]=2)[N:16]=[CH:15][CH:14]=[CH:13]3)/[C:6](=[O:8])[N:7]=1.[CH2:20]([NH2:24])[CH:21]([CH3:23])[CH3:22].CCN(C(C)C)C(C)C, predict the reaction product. The product is: [CH2:20]([NH:24][C:3]1[S:4]/[C:5](=[CH:9]\[C:10]2[CH:11]=[C:12]3[C:17](=[CH:18][CH:19]=2)[N:16]=[CH:15][CH:14]=[CH:13]3)/[C:6](=[O:8])[N:7]=1)[CH:21]([CH3:23])[CH3:22]. (3) The product is: [CH:1]1([N:7]([C:8]2[S:9][CH:10]=[CH:11][N:12]=2)[C:63](=[O:64])[CH2:62][C:53]2[C:54]3[C:59](=[CH:58][CH:57]=[C:56]([O:60][CH3:61])[CH:55]=3)[N:51]([C:49](=[O:50])[C:48]3[CH:47]=[CH:46][C:45]([Cl:44])=[CH:68][CH:67]=3)[C:52]=2[CH3:66])[CH2:2][CH2:3][CH2:4][CH2:5][CH2:6]1. Given the reactants [CH:1]1([NH:7][C:8]2[S:9][CH:10]=[CH:11][N:12]=2)[CH2:6][CH2:5][CH2:4][CH2:3][CH2:2]1.C(N(CC)CC)C.C1CN([P+](Br)(N2CCCC2)N2CCCC2)CC1.F[P-](F)(F)(F)(F)F.[Cl:44][C:45]1[CH:68]=[CH:67][C:48]([C:49]([N:51]2[C:59]3[C:54](=[CH:55][C:56]([O:60][CH3:61])=[CH:57][CH:58]=3)[C:53]([CH2:62][C:63](O)=[O:64])=[C:52]2[CH3:66])=[O:50])=[CH:47][CH:46]=1, predict the reaction product. (4) Given the reactants Br[C:2]1[CH:14]=[CH:13][C:5]([C:6]([O:8][C:9]([CH3:12])([CH3:11])[CH3:10])=[O:7])=[C:4]([NH:15][C:16]([C:18]2[CH:19]=[N:20][CH:21]=[C:22]([C:24]3[CH:29]=[CH:28][CH:27]=[CH:26][CH:25]=3)[CH:23]=2)=[O:17])[CH:3]=1.C(=O)([O-])[O-].[Na+].[Na+].[CH2:36]([N:38]([CH2:54][CH3:55])[C:39]1[CH:44]=[CH:43][CH:42]=[C:41](B2OC(C)(C)C(C)(C)O2)[CH:40]=1)[CH3:37], predict the reaction product. The product is: [CH2:54]([N:38]([CH2:36][CH3:37])[C:39]1[CH:40]=[C:41]([C:2]2[CH:14]=[CH:13][C:5]([C:6]([O:8][C:9]([CH3:11])([CH3:10])[CH3:12])=[O:7])=[C:4]([NH:15][C:16]([C:18]3[CH:19]=[N:20][CH:21]=[C:22]([C:24]4[CH:29]=[CH:28][CH:27]=[CH:26][CH:25]=4)[CH:23]=3)=[O:17])[CH:3]=2)[CH:42]=[CH:43][CH:44]=1)[CH3:55]. (5) Given the reactants [Cl:1][C:2]1[CH:7]=[CH:6][C:5]([N:8]2[CH:12]=[CH:11][C:10]([C:13]([F:16])([F:15])[F:14])=[C:9]2[C:17](OC)=[O:18])=[CH:4][CH:3]=1.[H-].[H-].[H-].[H-].[Li+].[Al+3].C(C(C(C([O-])=O)O)O)([O-])=O.[K+].[Na+].C(OCC)C, predict the reaction product. The product is: [Cl:1][C:2]1[CH:3]=[CH:4][C:5]([N:8]2[CH:12]=[CH:11][C:10]([C:13]([F:14])([F:15])[F:16])=[C:9]2[CH2:17][OH:18])=[CH:6][CH:7]=1. (6) Given the reactants [Br:1][C:2]1[CH:8]=[C:7]([CH:9]([CH3:11])[CH3:10])[C:5]([NH2:6])=[C:4]([CH:12]([CH3:14])[CH3:13])[CH:3]=1.[Li]CCCC.Cl[Si:21]([CH3:32])([CH3:31])[CH:22]1[C:26]([CH3:27])=[C:25]([CH3:28])[C:24]([CH3:29])=[C:23]1[CH3:30], predict the reaction product. The product is: [Br:1][C:2]1[CH:8]=[C:7]([CH:9]([CH3:10])[CH3:11])[C:5]([NH:6][Si:21]([CH3:31])([CH3:32])[CH:22]2[C:26]([CH3:27])=[C:25]([CH3:28])[C:24]([CH3:29])=[C:23]2[CH3:30])=[C:4]([CH:12]([CH3:14])[CH3:13])[CH:3]=1.